This data is from Cav3 T-type calcium channel HTS with 100,875 compounds. The task is: Binary Classification. Given a drug SMILES string, predict its activity (active/inactive) in a high-throughput screening assay against a specified biological target. (1) The molecule is O=C1N(C(=C(C(N1)c1c2c(ccc1)cccc2)C(OC)=O)C)CCCC(O)=O. The result is 0 (inactive). (2) The compound is O(c1ccc(C(c2ccccc2)(C)C)cc1)CCCNC(C)C. The result is 0 (inactive). (3) The result is 0 (inactive). The molecule is Fc1c(C2=NOC(C2)C(=O)NCc2cc(cc(c2)C(F)(F)F)C(F)(F)F)cccc1. (4) The compound is S(c1[nH]nc(c2c(NC(=O)CC)cccc2)c(=O)n1)CC=C. The result is 0 (inactive). (5) The molecule is S(=O)(=O)(N(CC(O)Cn1c2c(c3c1cccc3)cccc2)c1ccc(cc1)C)C. The result is 0 (inactive). (6) The molecule is O(c1c(NC=O)cc(cc1)C)c1ccccc1. The result is 0 (inactive). (7) The molecule is O1CCN(CC1)\C=N\c1n(ncc1C#N)Cc1ccccc1. The result is 0 (inactive). (8) The compound is s1c(CNC(=O)c2c(C(=O)NCc3sccc3)cccc2)ccc1. The result is 0 (inactive).